Dataset: Forward reaction prediction with 1.9M reactions from USPTO patents (1976-2016). Task: Predict the product of the given reaction. The product is: [Cl:4][C:32]1[CH:31]=[C:30]([CH:27]=[C:25]([O:11][CH3:10])[CH:26]=1)[C:29]([N:15]([CH:16]([CH3:18])[CH3:17])[CH:12]([CH3:14])[CH3:13])=[O:28]. Given the reactants C(Cl)(=O)C([Cl:4])=O.CN([CH:10]=[O:11])C.[CH:12]([NH:15][CH:16]([CH3:18])[CH3:17])([CH3:14])[CH3:13].CCN([CH:25]([CH3:27])[CH3:26])C(C)C.[O:28]1[CH2:32][CH2:31][CH2:30][CH2:29]1, predict the reaction product.